This data is from Catalyst prediction with 721,799 reactions and 888 catalyst types from USPTO. The task is: Predict which catalyst facilitates the given reaction. (1) Reactant: [F:1][C:2]1[CH:3]=[C:4]([C:9]2(/[CH:15]=[CH:16]/[C:17]([O:19][CH2:20][CH3:21])=[O:18])[CH2:14][CH2:13][CH2:12][CH2:11][CH2:10]2)[CH:5]=[CH:6][C:7]=1[F:8]. Product: [F:1][C:2]1[CH:3]=[C:4]([C:9]2([CH2:15][CH2:16][C:17]([O:19][CH2:20][CH3:21])=[O:18])[CH2:14][CH2:13][CH2:12][CH2:11][CH2:10]2)[CH:5]=[CH:6][C:7]=1[F:8]. The catalyst class is: 19. (2) Reactant: Br[C:2]1[CH:3]=[CH:4][C:5]([CH3:8])=[N:6][CH:7]=1.C([Li])CCC.[CH2:14]([Sn:18](Cl)([CH2:23][CH2:24][CH2:25][CH3:26])[CH2:19][CH2:20][CH2:21][CH3:22])[CH2:15][CH2:16][CH3:17]. Product: [CH3:8][C:5]1[CH:4]=[CH:3][C:2]([Sn:18]([CH2:19][CH2:20][CH2:21][CH3:22])([CH2:23][CH2:24][CH2:25][CH3:26])[CH2:14][CH2:15][CH2:16][CH3:17])=[CH:7][N:6]=1. The catalyst class is: 28. (3) Reactant: [O:1]1[CH2:28][CH:2]1[CH2:3][O:4][C:5]1[CH:14]=[C:13]2[C:8]([C:9]([O:15][C:16]3[CH:17]=[C:18]4[C:22](=[CH:23][CH:24]=3)[NH:21][C:20]([CH3:25])=[CH:19]4)=[N:10][CH:11]=[N:12]2)=[CH:7][C:6]=1[O:26][CH3:27].[CH2:29]([NH:31][CH2:32][CH3:33])[CH3:30]. Product: [CH2:29]([N:31]([CH2:28][CH:2]([OH:1])[CH2:3][O:4][C:5]1[CH:14]=[C:13]2[C:8]([C:9]([O:15][C:16]3[CH:17]=[C:18]4[C:22](=[CH:23][CH:24]=3)[NH:21][C:20]([CH3:25])=[CH:19]4)=[N:10][CH:11]=[N:12]2)=[CH:7][C:6]=1[O:26][CH3:27])[CH2:32][CH3:33])[CH3:30]. The catalyst class is: 3. (4) Product: [Cl:16][C:11]1[CH:12]=[CH:13][CH:14]=[CH:15][C:10]=1[C:3]1[C:4]([OH:8])=[CH:5][CH:6]=[CH:7][C:2]=1[Cl:1]. The catalyst class is: 201. Reactant: [Cl:1][C:2]1[CH:7]=[CH:6][CH:5]=[C:4]([O:8]C)[C:3]=1[C:10]1[CH:15]=[CH:14][CH:13]=[CH:12][C:11]=1[Cl:16]. (5) Reactant: Br[C:2]1[CH:3]=[C:4]2[C:9](=[CH:10][CH:11]=1)[C:8](=[O:12])[NH:7][N:6]=[C:5]2[Cl:13].[N:14]1([C:19]2[CH:26]=[CH:25][CH:24]=[CH:23][C:20]=2[CH2:21][NH2:22])[CH:18]=[CH:17][CH:16]=[CH:15]1.C1C=CC(P(C2C(C3C(P(C4C=CC=CC=4)C4C=CC=CC=4)=CC=C4C=3C=CC=C4)=C3C(C=CC=C3)=CC=2)C2C=CC=CC=2)=CC=1.CC([O-])(C)C.[Na+]. Product: [Cl:13][C:5]1[C:4]2[C:9](=[CH:10][CH:11]=[C:2]([NH:22][CH2:21][C:20]3[CH:23]=[CH:24][CH:25]=[CH:26][C:19]=3[N:14]3[CH:18]=[CH:17][CH:16]=[CH:15]3)[CH:3]=2)[C:8](=[O:12])[NH:7][N:6]=1. The catalyst class is: 686. (6) Reactant: [CH:1]1([CH:7]([C:18]2[O:19][C:20]([C:24]3[CH:29]=[CH:28][C:27]([C:30]([F:33])([F:32])[F:31])=[CH:26][CH:25]=3)=[CH:21][C:22]=2[CH3:23])[O:8][C:9]2[CH:17]=[CH:16][C:12]([C:13](O)=[O:14])=[CH:11][CH:10]=2)[CH2:6][CH2:5][CH2:4][CH2:3][CH2:2]1.[CH3:34][NH:35][CH2:36][CH2:37][C:38]([O:40]CC)=[O:39].Cl.C(N=C=NCCCN(C)C)C.O.OC1C2N=NNC=2C=CC=1. Product: [CH:1]1([CH:7]([C:18]2[O:19][C:20]([C:24]3[CH:29]=[CH:28][C:27]([C:30]([F:33])([F:31])[F:32])=[CH:26][CH:25]=3)=[CH:21][C:22]=2[CH3:23])[O:8][C:9]2[CH:10]=[CH:11][C:12]([C:13]([N:35]([CH3:34])[CH2:36][CH2:37][C:38]([OH:40])=[O:39])=[O:14])=[CH:16][CH:17]=2)[CH2:6][CH2:5][CH2:4][CH2:3][CH2:2]1. The catalyst class is: 842. (7) Reactant: [NH2:1][C:2]1[CH:9]=[CH:8][C:5]([CH2:6][NH2:7])=[CH:4][CH:3]=1.Cl.[NH:11]([C:18]1[C:23]([Br:24])=[CH:22][N:21]=[C:20](Cl)[N:19]=1)[C:12]1[CH:17]=[CH:16][CH:15]=[CH:14][CH:13]=1. Product: [NH:11]([C:18]1[C:23]([Br:24])=[CH:22][N:21]=[C:20]([NH:1][C:2]2[CH:9]=[CH:8][C:5]([CH2:6][NH2:7])=[CH:4][CH:3]=2)[N:19]=1)[C:12]1[CH:17]=[CH:16][CH:15]=[CH:14][CH:13]=1. The catalyst class is: 51.